This data is from Ames mutagenicity test results for genotoxicity prediction. The task is: Regression/Classification. Given a drug SMILES string, predict its toxicity properties. Task type varies by dataset: regression for continuous values (e.g., LD50, hERG inhibition percentage) or binary classification for toxic/non-toxic outcomes (e.g., AMES mutagenicity, cardiotoxicity, hepatotoxicity). Dataset: ames. (1) The drug is C=CC1CN2CCC1CC2C(OC(=O)OCC)c1ccnc2ccc(OC)cc12. The result is 0 (non-mutagenic). (2) The drug is Fc1ccc2cc3c(cc2c1)-c1cccc2cccc-3c12. The result is 1 (mutagenic). (3) The drug is Fc1cc(F)c2cccnc2c1. The result is 1 (mutagenic). (4) The compound is C[n+]1c2ccccc2cc2ccc(N)cc21. The result is 1 (mutagenic). (5) The compound is COC(=O)Nc1nc2cc(C(=O)c3ccc(F)cc3)ccc2[nH]1. The result is 0 (non-mutagenic).